Dataset: Forward reaction prediction with 1.9M reactions from USPTO patents (1976-2016). Task: Predict the product of the given reaction. (1) Given the reactants [NH2:1][C@:2]12[CH2:37][CH2:36][C@@H:35]([C:38]([CH3:40])=[CH2:39])[C@@H:3]1[C@@H:4]1[C@@:17]([CH3:20])([CH2:18][CH2:19]2)[C@@:16]2([CH3:21])[C@@H:7]([C@:8]3([CH3:34])[C@@H:13]([CH2:14][CH2:15]2)[C:12]([CH3:23])([CH3:22])[C:11]([C:24]2[CH:33]=[CH:32][C:27]([C:28]([O:30]C)=[O:29])=[CH:26][CH:25]=2)=[CH:10][CH2:9]3)[CH2:6][CH2:5]1.[N:41]1[CH:46]=[CH:45][CH:44]=[C:43]([O:47][CH2:48][C:49]([OH:51])=O)[CH:42]=1, predict the reaction product. The product is: [CH3:20][C@:17]12[C@@:16]3([CH3:21])[C@@H:7]([C@:8]4([CH3:34])[C@@H:13]([CH2:14][CH2:15]3)[C:12]([CH3:22])([CH3:23])[C:11]([C:24]3[CH:33]=[CH:32][C:27]([C:28]([OH:30])=[O:29])=[CH:26][CH:25]=3)=[CH:10][CH2:9]4)[CH2:6][CH2:5][C@@H:4]1[C@H:3]1[C@H:35]([C:38]([CH3:40])=[CH2:39])[CH2:36][CH2:37][C@:2]1([NH:1][C:49](=[O:51])[CH2:48][O:47][C:43]1[CH:42]=[N:41][CH:46]=[CH:45][CH:44]=1)[CH2:19][CH2:18]2. (2) The product is: [CH3:1][O:2][C:3]1[CH:8]=[CH:7][C:6]([CH2:9][N:10]2[CH2:15][CH2:14][CH2:13][CH2:12]2)=[CH:5][C:4]=1[C:16]1[C:17]2[O:24][C:23](/[CH:25]=[C:27]3/[C:28](=[O:29])[NH:30][C:31](=[O:32])[S:33]/3)=[CH:22][C:18]=2[CH:19]=[N:20][CH:21]=1. Given the reactants [CH3:1][O:2][C:3]1[CH:8]=[CH:7][C:6]([CH2:9][N:10]2[CH2:15][CH2:14][CH2:13][CH2:12]C2)=[CH:5][C:4]=1[C:16]1[C:17]2[O:24][C:23]([CH:25]=O)=[CH:22][C:18]=2[CH:19]=[N:20][CH:21]=1.[CH2:27]1[S:33][C:31](=[O:32])[NH:30][C:28]1=[O:29].NCCC(O)=O, predict the reaction product.